Dataset: Reaction yield outcomes from USPTO patents with 853,638 reactions. Task: Predict the reaction yield, written as a fraction of the theoretical maximum amount of product (1.0 means a 100% yield; for example, 0.34 means a 34% yield). (1) The reactants are Cl[C:2]1[C:7]([CH:8]([CH2:13][CH2:14][CH3:15])[C:9]([O:11][CH3:12])=[O:10])=[C:6]([CH3:16])[N:5]=[C:4]([C:17]2[CH:22]=[CH:21][CH:20]=[CH:19][CH:18]=2)[N:3]=1.C(N(CC)C(C)C)(C)C.[CH3:32][C:33]1[CH:34]=[C:35](B(O)O)[CH:36]=[CH:37][C:38]=1[CH3:39]. The catalyst is COCCOC.O.[Pd].C1(P(C2C=CC=CC=2)C2C=CC=CC=2)C=CC=CC=1.C1(P(C2C=CC=CC=2)C2C=CC=CC=2)C=CC=CC=1.C1(P(C2C=CC=CC=2)C2C=CC=CC=2)C=CC=CC=1.C1(P(C2C=CC=CC=2)C2C=CC=CC=2)C=CC=CC=1. The product is [CH3:32][C:33]1[CH:34]=[C:35]([C:2]2[C:7]([CH:8]([CH2:13][CH2:14][CH3:15])[C:9]([O:11][CH3:12])=[O:10])=[C:6]([CH3:16])[N:5]=[C:4]([C:17]3[CH:22]=[CH:21][CH:20]=[CH:19][CH:18]=3)[N:3]=2)[CH:36]=[CH:37][C:38]=1[CH3:39]. The yield is 0.710. (2) The reactants are [Cl:1][C:2]1[CH2:6][C:5]([CH3:8])([CH3:7])[CH2:4][C:3]=1[CH:9]=O.[CH2:11]([O:13][C:14]([CH:16]=P(C1C=CC=CC=1)(C1C=CC=CC=1)C1C=CC=CC=1)=[O:15])[CH3:12]. The catalyst is C1C=CC=CC=1. The product is [Cl:1][C:2]1[CH2:6][C:5]([CH3:7])([CH3:8])[CH2:4][C:3]=1/[CH:9]=[CH:16]/[C:14]([O:13][CH2:11][CH3:12])=[O:15]. The yield is 0.370.